Task: Predict the reaction yield, written as a fraction of the theoretical maximum amount of product (1.0 means a 100% yield; for example, 0.34 means a 34% yield).. Dataset: Reaction yield outcomes from USPTO patents with 853,638 reactions (1) The reactants are [F-].CC([Si](C1C=CC=CC=1)(C1C=CC=CC=1)[O:7][CH2:8][C:9]1[N:13]([CH3:14])[N:12]=[N:11][C:10]=1[CH2:15][O:16][C:17]1[C:26]2[C:21](=[CH:22][CH:23]=[CH:24][CH:25]=2)[C:20]2=[N:27][N:28]=[C:29]([C:30]3[CH:34]=[C:33]([CH3:35])[O:32][N:31]=3)[N:19]2[N:18]=1)(C)C.O. The catalyst is C1COCC1.CO. The product is [CH3:14][N:13]1[C:9]([CH2:8][OH:7])=[C:10]([CH2:15][O:16][C:17]2[C:26]3[C:21](=[CH:22][CH:23]=[CH:24][CH:25]=3)[C:20]3=[N:27][N:28]=[C:29]([C:30]4[CH:34]=[C:33]([CH3:35])[O:32][N:31]=4)[N:19]3[N:18]=2)[N:11]=[N:12]1. The yield is 0.560. (2) The reactants are [CH:1]([N:4]1[C:10]2[CH:11]=[C:12]([N+:15]([O-])=O)[CH:13]=[CH:14][C:9]=2[C:8](=[O:18])[NH:7][CH2:6][CH2:5]1)([CH3:3])[CH3:2].C(O)C.C(Cl)Cl. The catalyst is [Pd].CO. The product is [NH2:15][C:12]1[CH:13]=[CH:14][C:9]2[C:8](=[O:18])[NH:7][CH2:6][CH2:5][N:4]([CH:1]([CH3:2])[CH3:3])[C:10]=2[CH:11]=1. The yield is 0.600. (3) The reactants are [F:1][C:2]1[C:10]([CH3:11])=[CH:9][C:8]([C:12]2[CH:17]=[CH:16][CH:15]=[C:14]([F:18])[CH:13]=2)=[CH:7][C:3]=1[C:4]([OH:6])=O.C(Cl)(C(Cl)=O)=O.[NH2:25][C:26]1[C:27]([F:34])=[C:28]([OH:33])[CH:29]=[CH:30][C:31]=1[F:32].C([O-])(O)=O.[Na+]. The catalyst is C(Cl)Cl.CN(C=O)C.C1COCC1. The product is [F:34][C:27]1[C:28]([OH:33])=[CH:29][CH:30]=[C:31]([F:32])[C:26]=1[NH:25][C:4](=[O:6])[C:3]1[CH:7]=[C:8]([C:12]2[CH:17]=[CH:16][CH:15]=[C:14]([F:18])[CH:13]=2)[CH:9]=[C:10]([CH3:11])[C:2]=1[F:1]. The yield is 0.430. (4) The reactants are [C:1]([C:3]1[CH:18]=[CH:17][C:6]([O:7][C:8]2[CH:16]=[CH:15][C:11]([C:12]([OH:14])=O)=[CH:10][CH:9]=2)=[CH:5][CH:4]=1)#[N:2].[NH2:19][CH2:20][C:21]([NH2:24])([CH3:23])[CH3:22]. The catalyst is C1COCC1. The product is [NH2:24][C:21]([CH3:23])([CH3:22])[CH2:20][NH:19][C:12](=[O:14])[C:11]1[CH:10]=[CH:9][C:8]([O:7][C:6]2[CH:5]=[CH:4][C:3]([C:1]#[N:2])=[CH:18][CH:17]=2)=[CH:16][CH:15]=1. The yield is 0.380. (5) The reactants are [NH2:1][C:2]1[CH:21]=[CH:20][C:5]([O:6][C:7]2[C:16]3[C:11](=[CH:12][C:13]([OH:19])=[C:14]([O:17][CH3:18])[CH:15]=3)[N:10]=[CH:9][CH:8]=2)=[CH:4][CH:3]=1.[CH3:22][N:23]1[C:27]([CH3:28])=[C:26]([C:29](O)=[O:30])[C:25](=[O:32])[N:24]1[C:33]1[CH:38]=[CH:37][CH:36]=[CH:35][CH:34]=1.CCN=C=NCCCN(C)C.C1C=NC2N(O)N=NC=2C=1. The catalyst is CN(C=O)C.O. The product is [OH:19][C:13]1[CH:12]=[C:11]2[C:16]([C:7]([O:6][C:5]3[CH:20]=[CH:21][C:2]([NH:1][C:29]([C:26]4[C:25](=[O:32])[N:24]([C:33]5[CH:34]=[CH:35][CH:36]=[CH:37][CH:38]=5)[N:23]([CH3:22])[C:27]=4[CH3:28])=[O:30])=[CH:3][CH:4]=3)=[CH:8][CH:9]=[N:10]2)=[CH:15][C:14]=1[O:17][CH3:18]. The yield is 0.899. (6) The reactants are [CH2:1]([O:3][CH2:4][C:5]([OH:7])=[O:6])[CH3:2].[C:8]([O:11][CH:12]1[C:13]([O:50][CH:51]([O:53][CH2:54][CH3:55])[CH3:52])([CH3:49])[CH2:14][CH2:15][CH:16](O)[CH2:17][C:18]([O:20][CH:21](/[C:26](/[CH3:47])=[CH:27]/[CH:28]=[CH:29]/[CH:30]([CH3:46])[CH2:31][CH:32]2[O:45][CH:33]2[CH:34]([CH3:44])[CH:35]([O:38][CH:39]([O:41][CH2:42][CH3:43])[CH3:40])[CH2:36][CH3:37])[CH:22]([CH3:25])[CH:23]=[CH:24]1)=[O:19])(=[O:10])[CH3:9].C1(N=C=NC2CCCCC2)CCCCC1.CN(C1C=CC=CN=1)C. The catalyst is ClCCl.C(OCC)(=O)C. The product is [C:8]([O:11][CH:12]1[C:13]([O:50][CH:51]([O:53][CH2:54][CH3:55])[CH3:52])([CH3:49])[CH2:14][CH2:15][CH:16]([O:6][C:5](=[O:7])[CH2:4][O:3][CH2:1][CH3:2])[CH2:17][C:18]([O:20][CH:21](/[C:26](/[CH3:47])=[CH:27]/[CH:28]=[CH:29]/[CH:30]([CH3:46])[CH2:31][CH:32]2[O:45][CH:33]2[CH:34]([CH3:44])[CH:35]([O:38][CH:39]([O:41][CH2:42][CH3:43])[CH3:40])[CH2:36][CH3:37])[CH:22]([CH3:25])[CH:23]=[CH:24]1)=[O:19])(=[O:10])[CH3:9]. The yield is 0.910. (7) The reactants are [F:1][C:2]1[C:3]2[C:14](=[O:15])[N:13]([C:16]3[C:21]([CH:22]=[O:23])=[C:20]([C:24]4[CH:29]=[C:28]([NH:30][C:31]5[CH:40]=[C:34]6[CH2:35][N:36]([CH3:39])[CH2:37][CH2:38][N:33]6[N:32]=5)[C:27](=[O:41])[N:26]([CH3:42])[CH:25]=4)[CH:19]=[CH:18][N:17]=3)[CH2:12][CH2:11][C:4]=2[N:5]2[C:10]=1[CH2:9][CH2:8][CH2:7][CH2:6]2.[BH4-].[Na+]. The catalyst is CO. The product is [F:1][C:2]1[C:3]2[C:14](=[O:15])[N:13]([C:16]3[C:21]([CH2:22][OH:23])=[C:20]([C:24]4[CH:29]=[C:28]([NH:30][C:31]5[CH:40]=[C:34]6[CH2:35][N:36]([CH3:39])[CH2:37][CH2:38][N:33]6[N:32]=5)[C:27](=[O:41])[N:26]([CH3:42])[CH:25]=4)[CH:19]=[CH:18][N:17]=3)[CH2:12][CH2:11][C:4]=2[N:5]2[C:10]=1[CH2:9][CH2:8][CH2:7][CH2:6]2. The yield is 0.150. (8) The catalyst is O. The yield is 0.261. The reactants are [CH3:1][CH2:2][CH2:3][CH2:4][CH2:5][CH2:6][CH2:7][CH2:8][CH2:9][CH2:10][CH2:11][CH2:12][CH2:13][N+:14]([CH2:17][C:18]1[CH:19]=[CH:20][CH:21]=[CH:22][CH:23]=1)([CH3:16])[CH3:15].[Cl-].[CH3:25][CH2:26][N:27]1[C:33](=[O:34])[C:31](=[O:32])[N:30]([C:35]([NH:37][C@@H:38]([C:45]([NH:47][C@@H:48]2[C:51](=[O:52])[N:50]3[C@@H:53]([C:58]([O-:60])=[O:59])[C:54]([CH3:57])([CH3:56])[S:55][C@H:49]23)=[O:46])[C:39]2[CH:44]=[CH:43][CH:42]=[CH:41][CH:40]=2)=[O:36])[CH2:29][CH2:28]1.[Na+].C(Cl)(Cl)Cl.CS(C)=O. The product is [CH3:1][CH2:2][CH2:3][CH2:4][CH2:5][CH2:6][CH2:7][CH2:8][CH2:9][CH2:10][CH2:11][CH2:12][CH2:13][N+:14]([CH2:17][C:18]1[CH:19]=[CH:20][CH:21]=[CH:22][CH:23]=1)([CH3:16])[CH3:15].[CH3:25][CH2:26][N:27]1[C:33](=[O:34])[C:31](=[O:32])[N:30]([C:35]([NH:37][C@@H:38]([C:45]([NH:47][C@@H:48]2[C:51](=[O:52])[N:50]3[C@@H:53]([C:58]([OH:60])=[O:59])[C:54]([CH3:56])([CH3:57])[S:55][C@H:49]23)=[O:46])[C:39]2[CH:40]=[CH:41][CH:42]=[CH:43][CH:44]=2)=[O:36])[CH2:29][CH2:28]1. (9) The reactants are [F:1][C:2]1[C:7]([F:8])=[CH:6][CH:5]=[CH:4][C:3]=1B(O)O.[OH:12]O. The catalyst is ClCCl. The product is [F:1][C:2]1[C:7]([F:8])=[CH:6][CH:5]=[CH:4][C:3]=1[OH:12]. The yield is 0.930. (10) The reactants are CC1(C)[O:7][C:6](=[O:8])[CH2:5][C:4](=[O:9])O1.[CH:11]([NH:14][C:15]1[CH:22]=[CH:21][CH:20]=[CH:19][C:16]=1[CH:17]=O)([CH3:13])[CH3:12].C(O)(=O)C.C(N)CN. The catalyst is CO. The product is [CH:11]([N:14]1[C:15]2[C:16](=[CH:19][CH:20]=[CH:21][CH:22]=2)[CH:17]=[C:5]([C:6]([OH:7])=[O:8])[C:4]1=[O:9])([CH3:13])[CH3:12]. The yield is 0.980.